From a dataset of Catalyst prediction with 721,799 reactions and 888 catalyst types from USPTO. Predict which catalyst facilitates the given reaction. Product: [Cl:20][CH2:19][CH2:18][CH2:17][NH:9][C:4]1[CH:5]=[CH:6][CH:7]=[CH:8][C:3]=1[O:2][CH3:1]. The catalyst class is: 9. Reactant: [CH3:1][O:2][C:3]1[C:4]([NH2:9])=[CH:5][CH:6]=[CH:7][CH:8]=1.C(=O)([O-])[O-].[K+].[K+].Br[CH2:17][CH2:18][CH2:19][Cl:20].O.